This data is from Full USPTO retrosynthesis dataset with 1.9M reactions from patents (1976-2016). The task is: Predict the reactants needed to synthesize the given product. (1) Given the product [CH2:35]([C:32]1[CH:31]=[CH:30][C:29]([CH2:28][O:27][C:24]2[CH:25]=[CH:26][C:21]([CH:19]3[CH2:20][N:17]([C:15]([C:11]4[CH:10]=[C:9]([O:8][CH2:7][CH2:6][N:42]5[CH2:43][CH2:44][NH:39][C:40](=[O:45])[CH2:41]5)[CH:14]=[CH:13][N:12]=4)=[O:16])[CH2:18]3)=[CH:22][C:23]=2[O:37][CH3:38])=[CH:34][CH:33]=1)[CH3:36], predict the reactants needed to synthesize it. The reactants are: CS(O[CH2:6][CH2:7][O:8][C:9]1[CH:14]=[CH:13][N:12]=[C:11]([C:15]([N:17]2[CH2:20][CH:19]([C:21]3[CH:26]=[CH:25][C:24]([O:27][CH2:28][C:29]4[CH:34]=[CH:33][C:32]([CH2:35][CH3:36])=[CH:31][CH:30]=4)=[C:23]([O:37][CH3:38])[CH:22]=3)[CH2:18]2)=[O:16])[CH:10]=1)(=O)=O.[NH:39]1[CH2:44][CH2:43][NH:42][CH2:41][C:40]1=[O:45]. (2) Given the product [Cl:23][CH:22]([CH2:21][CH3:20])[CH2:13][O:1][N:2]1[C:3](=[O:12])[C:4]2[C:5](=[CH:8][CH:9]=[CH:10][CH:11]=2)[C:6]1=[O:7], predict the reactants needed to synthesize it. The reactants are: [OH:1][N:2]1[C:6](=[O:7])[C:5]2=[CH:8][CH:9]=[CH:10][CH:11]=[C:4]2[C:3]1=[O:12].[CH3:13]N(C=O)C.BrC[CH2:20][CH2:21][CH2:22][Cl:23]. (3) The reactants are: [Cl:1][C:2]1[N:3]=[C:4]([N:11]2[CH2:16][CH2:15][O:14][CH2:13][CH2:12]2)[C:5]2[O:10][CH:9]=[CH:8][C:6]=2[N:7]=1.C([Li])CCC.[CH3:22][C:23]([CH3:25])=[O:24]. Given the product [Cl:1][C:2]1[N:3]=[C:4]([N:11]2[CH2:16][CH2:15][O:14][CH2:13][CH2:12]2)[C:5]2[O:10][C:9]([C:23]([OH:24])([CH3:25])[CH3:22])=[CH:8][C:6]=2[N:7]=1, predict the reactants needed to synthesize it. (4) Given the product [C:12]([N:5]1[C:6]2[C:11](=[CH:10][CH:9]=[CH:8][CH:7]=2)[C@H:2]([NH:1][C:18]2[CH:19]=[C:20]([N:24]3[CH2:25][CH2:26][N:27]([C:30]([O:32][C:33]([CH3:36])([CH3:35])[CH3:34])=[O:31])[CH2:28][CH2:29]3)[CH:21]=[CH:22][CH:23]=2)[C@@H:3]([CH3:16])[C@@H:4]1[CH3:15])(=[O:14])[CH3:13], predict the reactants needed to synthesize it. The reactants are: [NH2:1][C@H:2]1[C:11]2[C:6](=[CH:7][CH:8]=[CH:9][CH:10]=2)[N:5]([C:12](=[O:14])[CH3:13])[C@@H:4]([CH3:15])[C@@H:3]1[CH3:16].Br[C:18]1[CH:19]=[C:20]([N:24]2[CH2:29][CH2:28][N:27]([C:30]([O:32][C:33]([CH3:36])([CH3:35])[CH3:34])=[O:31])[CH2:26][CH2:25]2)[CH:21]=[CH:22][CH:23]=1.CN(C1C(C2C(P(C3CCCCC3)C3CCCCC3)=CC=CC=2)=CC=CC=1)C.CC(C)([O-])C.[Na+]. (5) Given the product [I:1][C:2]1[C:7]([CH3:8])=[CH:6][N:5]=[C:4]([NH:9][C:10](=[O:11])[O:12][CH3:13])[CH:3]=1, predict the reactants needed to synthesize it. The reactants are: [I:1][C:2]1[C:7]([CH3:8])=[CH:6][N:5]=[C:4]([N:9](C(OC)=O)[C:10]([O:12][CH3:13])=[O:11])[CH:3]=1.[OH-].[Na+]. (6) Given the product [CH3:1][O:2][C:3](=[O:23])[CH2:4][C:5]1[CH:10]=[CH:9][C:8]([O:11][CH3:12])=[C:7]([O:13][C:14]2[CH:19]=[C:18]([Br:20])[CH:17]=[CH:16][C:15]=2[CH2:21][Br:25])[CH:6]=1, predict the reactants needed to synthesize it. The reactants are: [CH3:1][O:2][C:3](=[O:23])[CH2:4][C:5]1[CH:10]=[CH:9][C:8]([O:11][CH3:12])=[C:7]([O:13][C:14]2[CH:19]=[C:18]([Br:20])[CH:17]=[CH:16][C:15]=2[CH2:21]O)[CH:6]=1.P(Br)(Br)[Br:25].